From a dataset of Peptide-MHC class I binding affinity with 185,985 pairs from IEDB/IMGT. Regression. Given a peptide amino acid sequence and an MHC pseudo amino acid sequence, predict their binding affinity value. This is MHC class I binding data. (1) The peptide sequence is GLPPGTPAV. The MHC is HLA-A02:01 with pseudo-sequence HLA-A02:01. The binding affinity (normalized) is 0.692. (2) The peptide sequence is DEVVYTHGA. The MHC is HLA-A24:03 with pseudo-sequence HLA-A24:03. The binding affinity (normalized) is 0.0847. (3) The peptide sequence is QEVKMVAWW. The MHC is Mamu-B17 with pseudo-sequence Mamu-B17. The binding affinity (normalized) is 0.153. (4) The binding affinity (normalized) is 0.265. The peptide sequence is KMEDSVGCL. The MHC is HLA-A02:06 with pseudo-sequence HLA-A02:06. (5) The peptide sequence is DTIVSRSSR. The MHC is HLA-A33:01 with pseudo-sequence HLA-A33:01. The binding affinity (normalized) is 0.839. (6) The peptide sequence is GHEDLMAAY. The MHC is HLA-A24:02 with pseudo-sequence HLA-A24:02. The binding affinity (normalized) is 0. (7) The peptide sequence is ETAWPFFYA. The MHC is HLA-B44:02 with pseudo-sequence HLA-B44:02. The binding affinity (normalized) is 0.0847. (8) The peptide sequence is MGKTITDVK. The MHC is HLA-A03:01 with pseudo-sequence HLA-A03:01. The binding affinity (normalized) is 0.0847. (9) The peptide sequence is CQCTVQEFI. The MHC is HLA-A23:01 with pseudo-sequence HLA-A23:01. The binding affinity (normalized) is 0.0107.